This data is from Catalyst prediction with 721,799 reactions and 888 catalyst types from USPTO. The task is: Predict which catalyst facilitates the given reaction. (1) Reactant: [CH3:1][N:2]1[C:7]2[CH:8]=[CH:9][C:10]([C:12]#[C:13][CH2:14][O:15][CH:16]3[CH2:21][CH2:20][CH2:19][CH2:18][O:17]3)=[CH:11][C:6]=2[C:5](=[O:22])[CH2:4][S:3]1(=[O:24])=[O:23].C(N(CC)CC)C.[Cl:32][C:33]1[CH:42]=[CH:41][C:36]([CH2:37][N:38]=[C:39]=[O:40])=[CH:35][CH:34]=1.Cl. Product: [Cl:32][C:33]1[CH:34]=[CH:35][C:36]([CH2:37][NH:38][C:39]([C:4]2[S:3](=[O:23])(=[O:24])[N:2]([CH3:1])[C:7]3[CH:8]=[CH:9][C:10]([C:12]#[C:13][CH2:14][O:15][CH:16]4[CH2:21][CH2:20][CH2:19][CH2:18][O:17]4)=[CH:11][C:6]=3[C:5]=2[OH:22])=[O:40])=[CH:41][CH:42]=1. The catalyst class is: 16. (2) Reactant: [Cl:1][C:2]1[CH:7]=[C:6]([Cl:8])[CH:5]=[CH:4][C:3]=1[S:9]([NH:12][C:13]1[CH:14]=[C:15]([C:22]([S:25][C:26]2[CH:31]=[CH:30][C:29]([S:32]([N:35]3[CH2:40][CH2:39][CH2:38][CH2:37][CH2:36]3)(=[O:34])=[O:33])=[CH:28][CH:27]=2)=[CH:23][N:24]=1)[C:16](N(OC)C)=[O:17])(=[O:11])=[O:10].[CH2:41]([Mg]Cl)[CH2:42][CH3:43]. The catalyst class is: 1. Product: [C:16]([C:15]1[C:22]([S:25][C:26]2[CH:27]=[CH:28][C:29]([S:32]([N:35]3[CH2:40][CH2:39][CH2:38][CH2:37][CH2:36]3)(=[O:33])=[O:34])=[CH:30][CH:31]=2)=[CH:23][N:24]=[C:13]([NH:12][S:9]([C:3]2[CH:4]=[CH:5][C:6]([Cl:8])=[CH:7][C:2]=2[Cl:1])(=[O:10])=[O:11])[CH:14]=1)(=[O:17])[CH2:41][CH2:42][CH3:43]. (3) Reactant: [Cl:1][C:2]1[C:7]([N:8]2[CH2:13][CH2:12][C:11]3([C:21]4[C:16](=[CH:17][CH:18]=[CH:19][CH:20]=4)[CH:15]=[CH:14]3)[CH2:10][CH2:9]2)=[CH:6][N:5]=[N:4][C:3]=1[NH:22][NH:23][C:24](=O)[CH2:25][CH:26]1[CH2:28][CH2:27]1.P(Cl)(Cl)(Cl)=O. The catalyst class is: 10. Product: [Cl:1][C:2]1[C:3]2[N:4]([C:24]([CH2:25][CH:26]3[CH2:28][CH2:27]3)=[N:23][N:22]=2)[N:5]=[CH:6][C:7]=1[N:8]1[CH2:13][CH2:12][C:11]2([C:21]3[C:16](=[CH:17][CH:18]=[CH:19][CH:20]=3)[CH:15]=[CH:14]2)[CH2:10][CH2:9]1. (4) Reactant: C([O:8][C:9]1[C:10]([C:26]([O:28][CH2:29][CH3:30])=[O:27])=[N:11][N:12]2[CH:17]([C:18]3[N:19]=[C:20]([CH3:23])[S:21][CH:22]=3)[CH2:16][N:15]([CH3:24])[C:14](=[O:25])[C:13]=12)C1C=CC=CC=1.B(Br)(Br)Br. Product: [OH:8][C:9]1[C:10]([C:26]([O:28][CH2:29][CH3:30])=[O:27])=[N:11][N:12]2[CH:17]([C:18]3[N:19]=[C:20]([CH3:23])[S:21][CH:22]=3)[CH2:16][N:15]([CH3:24])[C:14](=[O:25])[C:13]=12. The catalyst class is: 2. (5) Reactant: [F:1][C:2]1([F:23])[CH2:7][CH2:6][C:5]([CH2:9][NH:10][C:11]([C:13]2[C:21]3[C:16](=[N:17][CH:18]=[CH:19][C:20]=3[Cl:22])[NH:15][CH:14]=2)=[O:12])([OH:8])[CH2:4][CH2:3]1.[O:24]1[CH2:28][CH2:27][CH2:26][CH:25]1[CH2:29]O.C(P(=CC#N)(CCCC)CCCC)CCC. Product: [Cl:22][C:20]1[CH:19]=[CH:18][N:17]=[C:16]2[N:15]([CH2:29][CH:25]3[CH2:26][CH2:27][CH2:28][O:24]3)[CH:14]=[C:13]([C:11]([NH:10][CH2:9][C:5]3([OH:8])[CH2:6][CH2:7][C:2]([F:1])([F:23])[CH2:3][CH2:4]3)=[O:12])[C:21]=12. The catalyst class is: 11. (6) Reactant: [CH:1]1([CH:4]=[CH:5][C:6]2[S:10][C:9]([CH2:11][N:12]3C(=O)C4C(=CC=CC=4)C3=O)=[CH:8][CH:7]=2)[CH2:3][CH2:2]1.O.NN.[OH-].[Na+].O. Product: [CH:1]1([CH:4]=[CH:5][C:6]2[S:10][C:9]([CH2:11][NH2:12])=[CH:8][CH:7]=2)[CH2:3][CH2:2]1. The catalyst class is: 8. (7) Reactant: [Cl:1][C:2]1[CH:7]=[CH:6][C:5]([C:8]2[S:9][CH:10]=[C:11]([CH2:13][CH2:14][OH:15])[N:12]=2)=[CH:4][CH:3]=1.[Li]CCCC.[C:21](=[O:23])=[O:22]. Product: [Cl:1][C:2]1[CH:3]=[CH:4][C:5]([C:8]2[S:9][C:10]([C:21]([OH:23])=[O:22])=[C:11]([CH2:13][CH2:14][OH:15])[N:12]=2)=[CH:6][CH:7]=1. The catalyst class is: 1.